From a dataset of Forward reaction prediction with 1.9M reactions from USPTO patents (1976-2016). Predict the product of the given reaction. Given the reactants [CH:1]12[NH:8][CH:5]([CH2:6][CH2:7]1)[CH2:4][CH2:3][CH2:2]2.[C:9]([C:11]1[C:20]2[C:15](=[CH:16][CH:17]=[CH:18][CH:19]=2)[C:14](F)=[CH:13][CH:12]=1)#[N:10], predict the reaction product. The product is: [CH:5]12[N:8]([C:14]3[C:15]4[C:20](=[CH:19][CH:18]=[CH:17][CH:16]=4)[C:11]([C:9]#[N:10])=[CH:12][CH:13]=3)[CH:1]([CH2:7][CH2:6]1)[CH2:2][CH2:3][CH2:4]2.